Dataset: Catalyst prediction with 721,799 reactions and 888 catalyst types from USPTO. Task: Predict which catalyst facilitates the given reaction. (1) Reactant: Cl.[NH:2]1[CH2:7][CH2:6][C:5](=[CH:8][C:9]2[CH:10]=[C:11]([CH:23]=[CH:24][CH:25]=2)[O:12][C:13]2[CH:18]=[CH:17][C:16]([C:19]([F:22])([F:21])[F:20])=[CH:15][N:14]=2)[CH2:4][CH2:3]1.C([N:28]([CH2:31]C)[CH2:29][CH3:30])C.[F:33][C:34]1C=C[C:37](N=C=O)=[CH:36][CH:35]=1.[OH2:43]. Product: [F:21][C:19]([F:22])([F:20])[C:16]1[CH:17]=[CH:18][C:13]([O:12][C:11]2[CH:10]=[C:9]([CH:25]=[CH:24][CH:23]=2)[CH:8]=[C:5]2[CH2:6][CH2:7][N:2]([C:31]([NH:28][C:29]3[CH:30]=[CH:37][CH:36]=[CH:35][C:34]=3[F:33])=[O:43])[CH2:3][CH2:4]2)=[N:14][CH:15]=1. The catalyst class is: 4. (2) Reactant: Br.C[O:3][C:4]1[CH:13]=[C:12]2[C:7]([CH:8]=[C:9]([CH3:15])[C:10](=[O:14])[NH:11]2)=[CH:6][CH:5]=1. Product: [OH:3][C:4]1[CH:13]=[C:12]2[C:7]([CH:8]=[C:9]([CH3:15])[C:10](=[O:14])[NH:11]2)=[CH:6][CH:5]=1. The catalyst class is: 6. (3) Reactant: [CH3:1][O:2][C:3]1[CH:12]=[CH:11][C:10]([CH2:13]Cl)=[CH:9][C:4]=1[C:5]([O:7][CH3:8])=[O:6].[CH3:15][S-:16].[Na+]. Product: [CH3:1][O:2][C:3]1[CH:12]=[CH:11][C:10]([CH2:13][S:16][CH3:15])=[CH:9][C:4]=1[C:5]([O:7][CH3:8])=[O:6]. The catalyst class is: 9. (4) Reactant: Cl.[CH3:2][C:3]1([CH3:33])[C:7](=[O:8])[N:6]([C:9]2[CH:14]=[CH:13][C:12]([C:15]([CH3:20])([CH3:19])[C:16](O)=[O:17])=[CH:11][CH:10]=2)[C:5](=[O:21])[N:4]1[CH2:22][C:23]1[C:32]2[C:27](=[CH:28][CH:29]=[CH:30][CH:31]=2)[N:26]=[CH:25][CH:24]=1.C(N(CC)CC)C.ClC(OC)=O. Product: [OH:17][CH2:16][C:15]([C:12]1[CH:13]=[CH:14][C:9]([N:6]2[C:7](=[O:8])[C:3]([CH3:2])([CH3:33])[N:4]([CH2:22][C:23]3[C:32]4[C:27](=[CH:28][CH:29]=[CH:30][CH:31]=4)[N:26]=[CH:25][CH:24]=3)[C:5]2=[O:21])=[CH:10][CH:11]=1)([CH3:19])[CH3:20]. The catalyst class is: 54. (5) Reactant: C(OC(=O)[NH:7][C:8]1[CH:13]=[CH:12][C:11]([NH:14][C:15]([C:17]2[N:18]([CH2:36][C:37]3[CH:42]=[CH:41][CH:40]=[CH:39][C:38]=3[F:43])[C:19]3[C:24]([CH:25]=2)=[CH:23][C:22]([NH:26][C:27](=[O:35])[CH2:28][CH:29]2[CH2:34][CH2:33][O:32][CH2:31][CH2:30]2)=[CH:21][CH:20]=3)=[O:16])=[CH:10][CH:9]=1)(C)(C)C.[ClH:45]. Product: [ClH:45].[NH2:7][C:8]1[CH:9]=[CH:10][C:11]([NH:14][C:15]([C:17]2[N:18]([CH2:36][C:37]3[CH:42]=[CH:41][CH:40]=[CH:39][C:38]=3[F:43])[C:19]3[C:24]([CH:25]=2)=[CH:23][C:22]([NH:26][C:27](=[O:35])[CH2:28][CH:29]2[CH2:34][CH2:33][O:32][CH2:31][CH2:30]2)=[CH:21][CH:20]=3)=[O:16])=[CH:12][CH:13]=1. The catalyst class is: 12. (6) Reactant: C(N(C(C)C)CC)(C)C.[CH3:10][O:11][CH2:12][C:13](Cl)=[O:14].[C:16]1([S:22]([N:25]2[C:29]3=[N:30][CH:31]=[C:32]([NH:41][C:42](=[O:50])[CH2:43][C:44]4[C:45]([CH3:49])=[N:46][O:47][CH:48]=4)[C:33]([NH:34][CH:35]4[CH2:40][CH2:39][NH:38][CH2:37][CH2:36]4)=[C:28]3[CH:27]=[CH:26]2)(=[O:24])=[O:23])[CH:21]=[CH:20][CH:19]=[CH:18][CH:17]=1. Product: [C:16]1([S:22]([N:25]2[C:29]3=[N:30][CH:31]=[C:32]([NH:41][C:42](=[O:50])[CH2:43][C:44]4[C:45]([CH3:49])=[N:46][O:47][CH:48]=4)[C:33]([NH:34][CH:35]4[CH2:40][CH2:39][N:38]([C:13](=[O:14])[CH2:12][O:11][CH3:10])[CH2:37][CH2:36]4)=[C:28]3[CH:27]=[CH:26]2)(=[O:23])=[O:24])[CH:21]=[CH:20][CH:19]=[CH:18][CH:17]=1. The catalyst class is: 2.